Dataset: Reaction yield outcomes from USPTO patents with 853,638 reactions. Task: Predict the reaction yield, written as a fraction of the theoretical maximum amount of product (1.0 means a 100% yield; for example, 0.34 means a 34% yield). (1) The reactants are C[O:2][C:3]([C:5]1([C:8]2[CH:13]=[CH:12][C:11]([C:14]3[CH:19]=[CH:18][C:17]([N:20]4[C:24]([NH:25][C:26]([O:28][CH:29]([CH:31]5[CH2:34][CH2:33][CH2:32]5)[CH3:30])=[O:27])=[C:23]([CH3:35])[N:22]=[N:21]4)=[CH:16][CH:15]=3)=[CH:10][CH:9]=2)[CH2:7][CH2:6]1)=[O:4].C1COCC1.C(O)C.[OH-].[Na+]. The catalyst is O. The product is [CH:31]1([CH:29]([O:28][C:26]([NH:25][C:24]2[N:20]([C:17]3[CH:18]=[CH:19][C:14]([C:11]4[CH:10]=[CH:9][C:8]([C:5]5([C:3]([OH:4])=[O:2])[CH2:7][CH2:6]5)=[CH:13][CH:12]=4)=[CH:15][CH:16]=3)[N:21]=[N:22][C:23]=2[CH3:35])=[O:27])[CH3:30])[CH2:32][CH2:33][CH2:34]1. The yield is 0.836. (2) The reactants are [F:1][C:2]([F:18])([F:17])[CH2:3][CH2:4][NH:5][C:6]([C:8]1[CH:16]=[CH:15][C:11]([C:12]([OH:14])=O)=[CH:10][CH:9]=1)=[O:7].[C:19]([NH:22][NH2:23])(=O)[CH3:20].C(P1(=O)OP(CCC)(=O)OP(CCC)(=O)O1)CC.CCN(C(C)C)C(C)C. The catalyst is C(OCC)(=O)C. The product is [CH3:20][C:19]1[O:14][C:12]([C:11]2[CH:10]=[CH:9][C:8]([C:6]([NH:5][CH2:4][CH2:3][C:2]([F:1])([F:18])[F:17])=[O:7])=[CH:16][CH:15]=2)=[N:23][N:22]=1. The yield is 0.500.